The task is: Predict the reactants needed to synthesize the given product.. This data is from Full USPTO retrosynthesis dataset with 1.9M reactions from patents (1976-2016). (1) Given the product [Cl:1][C:2]1[CH:9]=[CH:8][CH:7]=[C:6]2[C:3]=1[CH:4]=[C:27]([C:25]([OH:26])=[O:24])[C:28](=[O:29])[N:10]2[CH:11]([CH3:13])[CH3:12], predict the reactants needed to synthesize it. The reactants are: [Cl:1][C:2]1[CH:9]=[CH:8][CH:7]=[C:6]([NH:10][CH:11]([CH3:13])[CH3:12])[C:3]=1[CH:4]=O.C(N)CN.C(O)(=O)C.CC1(C)O[C:28](=[O:29])[CH2:27][C:25](=[O:26])[O:24]1. (2) Given the product [Br:1][CH2:2][CH:3]([C:5]1[CH:10]=[CH:9][C:8]([NH:11][C:12](=[O:14])[CH3:13])=[CH:7][CH:6]=1)[OH:4], predict the reactants needed to synthesize it. The reactants are: [Br:1][CH2:2][C:3]([C:5]1[CH:10]=[CH:9][C:8]([NH:11][C:12](=[O:14])[CH3:13])=[CH:7][CH:6]=1)=[O:4].[BH4-].[Na+]. (3) Given the product [NH2:37][C:38]1[N:46]=[CH:45][N:44]=[C:43]2[C:39]=1[N:40]([C:53]1[CH:54]=[CH:55][C:56]([O:59][C:60]3[CH:61]=[CH:62][CH:63]=[CH:64][CH:65]=3)=[CH:57][CH:58]=1)[C:41](=[O:52])[N:42]2[CH:47]1[CH2:51][CH2:50][N:49]([C:4]([C:3](=[CH:7][C:8]([CH3:11])([CH3:10])[CH3:9])[C:1]#[N:2])=[O:6])[CH2:48]1, predict the reactants needed to synthesize it. The reactants are: [C:1]([C:3](=[CH:7][C:8]([CH3:11])([CH3:10])[CH3:9])[C:4]([OH:6])=O)#[N:2].CN(C(ON1N=NC2C=CC=NC1=2)=[N+](C)C)C.F[P-](F)(F)(F)(F)F.Cl.[NH2:37][C:38]1[N:46]=[CH:45][N:44]=[C:43]2[C:39]=1[N:40]([C:53]1[CH:58]=[CH:57][C:56]([O:59][C:60]3[CH:65]=[CH:64][CH:63]=[CH:62][CH:61]=3)=[CH:55][CH:54]=1)[C:41](=[O:52])[N:42]2[CH:47]1[CH2:51][CH2:50][NH:49][CH2:48]1.CCN(C(C)C)C(C)C. (4) Given the product [C:40]([N:44]1[CH2:45][CH2:46][CH:47]([O:50][C:51]2[CH:56]=[CH:55][C:54]([N:10]3[CH:14]=[CH:13][C:12]([C:15]([N:17]4[CH2:21][CH2:20][CH2:19][CH2:18]4)=[O:16])=[CH:11]3)=[CH:53][CH:52]=2)[CH2:48][CH2:49]1)([CH3:43])([CH3:41])[CH3:42], predict the reactants needed to synthesize it. The reactants are: CN1C=CC(C(O)=O)=C1.[NH:10]1[CH:14]=[CH:13][C:12]([C:15]([N:17]2[CH2:21][CH2:20][CH2:19][CH2:18]2)=[O:16])=[CH:11]1.C1(N2CCC(OC3C=CC(I)=CC=3)CC2)CCC1.[C:40]([N:44]1[CH2:49][CH2:48][CH:47]([O:50][C:51]2[CH:56]=[CH:55][C:54](I)=[CH:53][CH:52]=2)[CH2:46][CH2:45]1)([CH3:43])([CH3:42])[CH3:41]. (5) Given the product [Cl:1][C:2]1[CH:7]=[CH:6][C:5]([C:8]2([C:11]([N:13]3[CH2:17][C@@H:16]([C:18]4[CH:19]=[CH:20][CH:21]=[CH:22][CH:23]=4)[C@H:15]([CH2:24][OH:25])[CH2:14]3)=[O:12])[CH2:10][CH2:9]2)=[CH:4][CH:3]=1, predict the reactants needed to synthesize it. The reactants are: [Cl:1][C:2]1[CH:7]=[CH:6][C:5]([C:8]2([C:11]([N:13]3[CH2:17][C@@H:16]([C:18]4[CH:23]=[CH:22][CH:21]=[CH:20][CH:19]=4)[C@H:15]([C:24](O)=[O:25])[CH2:14]3)=[O:12])[CH2:10][CH2:9]2)=[CH:4][CH:3]=1.C(N(CC)CC)C.ClC(OC)=O.[BH4-].[Na+]. (6) Given the product [Cl:1][C:2]1[CH:3]=[CH:4][C:5]([NH:8][C:9](=[O:15])[O:10][C:11]([CH3:12])([CH3:14])[CH3:13])=[C:6]([CH:26]([OH:27])[C:25]2[CH:28]=[CH:29][CH:30]=[C:23]([O:22][CH3:21])[CH:24]=2)[CH:7]=1, predict the reactants needed to synthesize it. The reactants are: [Cl:1][C:2]1[CH:7]=[CH:6][C:5]([NH:8][C:9](=[O:15])[O:10][C:11]([CH3:14])([CH3:13])[CH3:12])=[CH:4][CH:3]=1.C([Li])(CC)C.[CH3:21][O:22][C:23]1[CH:24]=[C:25]([CH:28]=[CH:29][CH:30]=1)[CH:26]=[O:27].[Cl-].[NH4+]. (7) Given the product [NH2:26][C:8]1[N:7]=[C:6]([NH:5][CH2:1][CH2:2][CH2:3][CH3:4])[N:14]=[C:13]2[C:9]=1[NH:10][C:11](=[O:24])[N:12]2[CH2:15][CH:16]1[CH2:21][CH2:20][CH2:19][N:18]([CH2:22][CH3:23])[CH2:17]1, predict the reactants needed to synthesize it. The reactants are: [CH2:1]([NH:5][C:6]1[N:14]=[C:13]2[C:9]([N:10]=[C:11]([O:24]C)[N:12]2[CH2:15][CH:16]2[CH2:21][CH2:20][CH2:19][N:18]([CH2:22][CH3:23])[CH2:17]2)=[C:8]([NH2:26])[N:7]=1)[CH2:2][CH2:3][CH3:4].Cl. (8) The reactants are: Cl[C:2]1[CH:7]=[C:6]([NH2:8])[CH:5]=[CH:4][N:3]=1.[OH-].[Na+].[CH2:11]([OH:15])[CH2:12][CH2:13][CH3:14]. Given the product [CH2:11]([O:15][C:2]1[CH:7]=[C:6]([NH2:8])[CH:5]=[CH:4][N:3]=1)[CH2:12][CH2:13][CH3:14], predict the reactants needed to synthesize it. (9) Given the product [OH:11][C:6]1[CH:7]=[CH:8][C:9]([C:12]2([C:9]3[CH:8]=[CH:7][C:6]([OH:11])=[C:5]([CH:1]([CH2:3][CH3:4])[CH3:2])[CH:10]=3)[C:13]3[C:14](=[CH:18][CH:19]=[CH:20][CH:21]=3)[C:15](=[O:16])[O:17]2)=[CH:10][C:5]=1[CH:1]([CH2:3][CH3:4])[CH3:2], predict the reactants needed to synthesize it. The reactants are: [CH:1]([C:5]1[CH:10]=[CH:9][CH:8]=[CH:7][C:6]=1[OH:11])([CH2:3][CH3:4])[CH3:2].[C:12]1(=O)[O:17][C:15](=[O:16])[C:14]2=[CH:18][CH:19]=[CH:20][CH:21]=[C:13]12. (10) Given the product [Cl:8][C:4]1[CH:5]=[N:6][CH:7]=[C:2]([C:19]2[CH:20]=[CH:21][C:16]([Cl:15])=[CH:17][CH:18]=2)[N:3]=1, predict the reactants needed to synthesize it. The reactants are: Cl[C:2]1[CH:7]=[N:6][CH:5]=[C:4]([Cl:8])[N:3]=1.C(=O)([O-])[O-].[Na+].[Na+].[Cl:15][C:16]1[CH:21]=[CH:20][C:19](B(O)O)=[CH:18][CH:17]=1.